Dataset: Reaction yield outcomes from USPTO patents with 853,638 reactions. Task: Predict the reaction yield, written as a fraction of the theoretical maximum amount of product (1.0 means a 100% yield; for example, 0.34 means a 34% yield). (1) The reactants are C(OC([CH:6]([CH2:19][CH3:20])[CH2:7][N:8]([C:14]([O:16]CC)=O)[C@H:9]([C:11]([OH:13])=[O:12])[CH3:10])=O)C.ClCCl.[NH:24]1[CH:32]2[CH:27]([CH2:28]CC[CH2:31]2)[CH2:26][CH:25]1[C:33]([OH:35])=[O:34].[C:36](N)([CH3:39])(C)C.C.[CH2:42]1COC[CH2:43]1. The catalyst is C(OCC)(=O)C. The product is [CH3:28][CH2:27][CH2:26][C@H:25]([NH:24][C@H:32]([C:14]([N:8]1[C@H:9]([C:11]([OH:13])=[O:12])[CH2:10][C@H:6]2[C@@H:7]1[CH2:36][CH2:39][CH2:20][CH2:19]2)=[O:16])[CH3:31])[C:33]([O:35][CH2:42][CH3:43])=[O:34]. The yield is 0.550. (2) The yield is 0.670. The reactants are C(O)(=O)C.[NH2:5][CH2:6][C@@H:7]([C:9]1[CH:10]=[CH:11][C:12]([OH:20])=[C:13]([NH:15][S:16]([CH3:19])(=[O:18])=[O:17])[CH:14]=1)[OH:8].O=[C:22]1[CH2:27][CH2:26][N:25]([C:28]2[CH:33]=[CH:32][C:31]([S:34]([N:37]3[CH2:41][C:40](=[O:42])[NH:39][C:38]3=[O:43])(=[O:36])=[O:35])=[CH:30][CH:29]=2)[CH2:24][CH2:23]1.C(O[BH-](OC(=O)C)OC(=O)C)(=O)C.[Na+]. The product is [O:43]=[C:38]1[NH:39][C:40](=[O:42])[CH2:41][N:37]1[S:34]([C:31]1[CH:30]=[CH:29][C:28]([N:25]2[CH2:26][CH2:27][CH:22]([NH:5][CH2:6][C@@H:7]([C:9]3[CH:10]=[CH:11][C:12]([OH:20])=[C:13]([NH:15][S:16]([CH3:19])(=[O:18])=[O:17])[CH:14]=3)[OH:8])[CH2:23][CH2:24]2)=[CH:33][CH:32]=1)(=[O:36])=[O:35]. The catalyst is CN(C)C=O. (3) The yield is 0.630. The catalyst is O.CCOC(C)=O. The product is [Cl:33][C:32]([Cl:35])([Cl:34])[CH2:31][O:30][C:28](=[O:29])[NH:10][C:8]1[N:7]([C:11]2[CH:12]=[N:13][N:14]([CH2:16][CH2:17][O:18][CH:19]3[CH2:24][CH2:23][CH2:22][CH2:21][O:20]3)[CH:15]=2)[N:6]=[C:5]([C:1]([CH3:4])([CH3:2])[CH3:3])[CH:9]=1. The reactants are [C:1]([C:5]1[CH:9]=[C:8]([NH2:10])[N:7]([C:11]2[CH:12]=[N:13][N:14]([CH2:16][CH2:17][O:18][CH:19]3[CH2:24][CH2:23][CH2:22][CH2:21][O:20]3)[CH:15]=2)[N:6]=1)([CH3:4])([CH3:3])[CH3:2].[OH-].[Na+].Cl[C:28]([O:30][CH2:31][C:32]([Cl:35])([Cl:34])[Cl:33])=[O:29]. (4) The reactants are [Cl:1][C:2]1[CH:3]=[C:4]([CH:8]=[CH:9][C:10]=1[CH2:11][NH:12][C:13]([NH:15][CH:16]1[C:22]2[CH:23]=[CH:24][CH:25]=[CH:26][C:21]=2[CH2:20][CH2:19][C:18]2[CH:27]=[CH:28][CH:29]=[CH:30][C:17]1=2)=[O:14])[C:5](O)=[O:6].CN(C(ON1N=NC2C=CC=NC1=2)=[N+](C)C)C.F[P-](F)(F)(F)(F)F.CCN(C(C)C)C(C)C.[CH3:64][CH:65]1[N:70]([CH2:71][CH2:72][CH2:73][NH2:74])[CH2:69][CH2:68][CH2:67][CH2:66]1. The catalyst is CC(N(C)C)=O. The product is [Cl:1][C:2]1[CH:3]=[C:4]([CH:8]=[CH:9][C:10]=1[CH2:11][NH:12][C:13]([NH:15][CH:16]1[C:22]2[CH:23]=[CH:24][CH:25]=[CH:26][C:21]=2[CH2:20][CH2:19][C:18]2[CH:27]=[CH:28][CH:29]=[CH:30][C:17]1=2)=[O:14])[C:5]([NH:74][CH2:73][CH2:72][CH2:71][N:70]1[CH2:69][CH2:68][CH2:67][CH2:66][CH:65]1[CH3:64])=[O:6]. The yield is 0.310. (5) The reactants are [F:1][C:2]1[CH:3]=[C:4]([N:9]2[CH2:14][CH2:13][O:12][CH2:11][CH2:10]2)[CH:5]=[C:6]([F:8])[CH:7]=1.CN(CCN(C)C)C.[Li]CCCC.CN([CH:31]=[O:32])C. The catalyst is C1COCC1.O. The product is [F:1][C:2]1[CH:3]=[C:4]([N:9]2[CH2:14][CH2:13][O:12][CH2:11][CH2:10]2)[CH:5]=[C:6]([F:8])[C:7]=1[CH:31]=[O:32]. The yield is 0.660.